This data is from Full USPTO retrosynthesis dataset with 1.9M reactions from patents (1976-2016). The task is: Predict the reactants needed to synthesize the given product. Given the product [N+:26]([C:3]12[CH2:9][CH:7]3[CH2:6][CH:5]([CH2:10][C:1]([C:11]([OH:13])=[O:12])([CH2:8]3)[CH2:2]1)[CH2:4]2)([O-:28])=[O:27], predict the reactants needed to synthesize it. The reactants are: [C:1]12([C:11]([OH:13])=[O:12])[CH2:10][CH:5]3[CH2:6][CH:7]([CH2:9][CH:3]([CH2:4]3)[CH2:2]1)[CH2:8]2.ON1C(=O)C2=CC=CC=C2C1=O.[N+:26]([O-])([OH:28])=[O:27].